From a dataset of Forward reaction prediction with 1.9M reactions from USPTO patents (1976-2016). Predict the product of the given reaction. (1) Given the reactants [CH:1]([NH2:4])([CH3:3])[CH3:2].[Br:5][C:6]1[CH:11]=[C:10](Br)[C:9]([N+:13]([O-:15])=[O:14])=[CH:8][N:7]=1, predict the reaction product. The product is: [Br:5][C:6]1[CH:11]=[C:10]([NH:4][CH:1]([CH3:3])[CH3:2])[C:9]([N+:13]([O-:15])=[O:14])=[CH:8][N:7]=1. (2) Given the reactants [Br:1][C:2]1[CH:10]=[CH:9][C:8]([C:11]([O:13][CH3:14])=[O:12])=[C:7]2[C:3]=1[CH:4]=[CH:5][NH:6]2.[H-].[Na+].[S:17](Cl)([C:20]1[CH:26]=[CH:25][C:23]([CH3:24])=[CH:22][CH:21]=1)(=[O:19])=[O:18], predict the reaction product. The product is: [Br:1][C:2]1[CH:10]=[CH:9][C:8]([C:11]([O:13][CH3:14])=[O:12])=[C:7]2[C:3]=1[CH:4]=[CH:5][N:6]2[S:17]([C:20]1[CH:26]=[CH:25][C:23]([CH3:24])=[CH:22][CH:21]=1)(=[O:19])=[O:18]. (3) Given the reactants [C:1]([O:5][C:6]([NH:8][CH2:9][CH2:10][C:11]([OH:13])=O)=[O:7])([CH3:4])([CH3:3])[CH3:2].Cl.CN(C)CCCN=C=NCC.O.ON1C2C=CC=CC=2N=N1.C(N(CC)C(C)C)(C)C.FC(F)(F)C(O)=O.[NH2:53][C@H:54]([C:59]([O:61][CH2:62][CH2:63][O:64][C:65]1[CH:70]=[CH:69][C:68]([C:71]2[C:76]([C:77]#[N:78])=[C:75]([N:79]3[CH2:83][CH2:82][CH2:81][CH2:80]3)[N:74]=[C:73]([S:84][CH2:85][C:86]3[N:87]=[C:88]([C:91]4[CH:96]=[CH:95][C:94]([Cl:97])=[CH:93][CH:92]=4)[S:89][CH:90]=3)[C:72]=2[C:98]#[N:99])=[CH:67][CH:66]=1)=[O:60])[CH2:55][CH:56]([CH3:58])[CH3:57], predict the reaction product. The product is: [C:1]([O:5][C:6]([NH:8][CH2:9][CH2:10][C:11]([NH:53][C@H:54]([C:59]([O:61][CH2:62][CH2:63][O:64][C:65]1[CH:66]=[CH:67][C:68]([C:71]2[C:76]([C:77]#[N:78])=[C:75]([N:79]3[CH2:83][CH2:82][CH2:81][CH2:80]3)[N:74]=[C:73]([S:84][CH2:85][C:86]3[N:87]=[C:88]([C:91]4[CH:96]=[CH:95][C:94]([Cl:97])=[CH:93][CH:92]=4)[S:89][CH:90]=3)[C:72]=2[C:98]#[N:99])=[CH:69][CH:70]=1)=[O:60])[CH2:55][CH:56]([CH3:57])[CH3:58])=[O:13])=[O:7])([CH3:2])([CH3:3])[CH3:4]. (4) Given the reactants [F:1][C:2]([F:17])([F:16])[C:3]1[CH:15]=[CH:14][CH:13]=[CH:12][C:4]=1[O:5][CH:6]1[CH2:11][CH2:10][NH:9][CH2:8][CH2:7]1.[C:18]([O:22][C:23]([NH:25][C@H:26]([CH2:30][C:31]1[CH:36]=[CH:35][C:34]([Cl:37])=[CH:33][C:32]=1[Cl:38])[C:27](O)=[O:28])=[O:24])([CH3:21])([CH3:20])[CH3:19].C1C=CC2N(O)N=NC=2C=1.CCN(C(C)C)C(C)C.C(Cl)CCl, predict the reaction product. The product is: [C:18]([O:22][C:23](=[O:24])[NH:25][C@H:26]([CH2:30][C:31]1[CH:36]=[CH:35][C:34]([Cl:37])=[CH:33][C:32]=1[Cl:38])[C:27](=[O:28])[N:9]1[CH2:10][CH2:11][CH:6]([O:5][C:4]2[CH:12]=[CH:13][CH:14]=[CH:15][C:3]=2[C:2]([F:1])([F:16])[F:17])[CH2:7][CH2:8]1)([CH3:21])([CH3:19])[CH3:20]. (5) The product is: [F:37][C:25]([F:36])([C:22]1[C:20]2=[N:21][C:16]([C:2]3[S:6][N:5]=[C:4]([CH3:7])[CH:3]=3)=[CH:17][CH:18]=[C:19]2[O:24][N:23]=1)[C:26]1[CH:27]=[C:28]2[C:33](=[CH:34][CH:35]=1)[N:32]=[CH:31][CH:30]=[CH:29]2. Given the reactants Br[C:2]1[S:6][N:5]=[C:4]([CH3:7])[CH:3]=1.[Cl-].[Li+].C([Mg+])(C)C.[Cl-].Cl[C:16]1[N:21]=[C:20]2[C:22]([C:25]([F:37])([F:36])[C:26]3[CH:27]=[C:28]4[C:33](=[CH:34][CH:35]=3)[N:32]=[CH:31][CH:30]=[CH:29]4)=[N:23][O:24][C:19]2=[CH:18][CH:17]=1.CC(N(C)C)=O, predict the reaction product. (6) The product is: [F:18][C:15]1[CH:16]=[CH:17][C:12]([N:8]2[C:9]3[C:4](=[CH:3][C:2]([C:25]4[CH:24]=[N:23][CH:28]=[CH:27][CH:26]=4)=[CH:11][CH:10]=3)[C:5](=[O:22])[C:6]([C:19]([NH2:21])=[O:20])=[CH:7]2)=[CH:13][CH:14]=1. Given the reactants Br[C:2]1[CH:3]=[C:4]2[C:9](=[CH:10][CH:11]=1)[N:8]([C:12]1[CH:17]=[CH:16][C:15]([F:18])=[CH:14][CH:13]=1)[CH:7]=[C:6]([C:19]([NH2:21])=[O:20])[C:5]2=[O:22].[N:23]1[CH:28]=[CH:27][CH:26]=[C:25](B(O)O)[CH:24]=1.C(=O)([O-])[O-].[Na+].[Na+].C(OCC)(=O)C, predict the reaction product.